From a dataset of TCR-epitope binding with 47,182 pairs between 192 epitopes and 23,139 TCRs. Binary Classification. Given a T-cell receptor sequence (or CDR3 region) and an epitope sequence, predict whether binding occurs between them. Result: 0 (the TCR does not bind to the epitope). The epitope is GILGFVFTL. The TCR CDR3 sequence is CASSFIGVTGELFF.